Dataset: Forward reaction prediction with 1.9M reactions from USPTO patents (1976-2016). Task: Predict the product of the given reaction. (1) Given the reactants CC(C)[O-:3].[Al+3:5].CC(C)[O-:8].CC(C)[O-:12], predict the reaction product. The product is: [O-2:3].[O-2:8].[O-2:12].[Al+3:5].[Al+3:5].[OH-:3].[Al+3:5].[OH-:3].[OH-:3]. (2) Given the reactants [O:1]1[CH:5]=[CH:4][CH:3]=[C:2]1[C:6]1[NH:11][C:10](=[O:12])[C:9]([C:13]#[N:14])=[CH:8][CH:7]=1.Cl[CH2:16][C:17]([NH2:19])=[O:18].[I-].[Na+].C(=O)([O-])[O-].[K+].[K+], predict the reaction product. The product is: [C:13]([C:9]1[C:10]([O:12][CH2:16][C:17]([NH2:19])=[O:18])=[N:11][C:6]([C:2]2[O:1][CH:5]=[CH:4][CH:3]=2)=[CH:7][CH:8]=1)#[N:14]. (3) Given the reactants [H-].[Na+].O1CC[CH2:5][CH2:4]1.[NH2:8][C:9]1[CH:10]=[C:11]([SH:15])[CH:12]=[CH:13][CH:14]=1.ICC, predict the reaction product. The product is: [CH2:4]([S:15][C:11]1[CH:10]=[C:9]([CH:14]=[CH:13][CH:12]=1)[NH2:8])[CH3:5].